From a dataset of Forward reaction prediction with 1.9M reactions from USPTO patents (1976-2016). Predict the product of the given reaction. (1) Given the reactants O.NN.O=C1C2C(=CC=CC=2)C(=O)[N:6]1[C@H:15]1[CH2:19][O:18][CH2:17][C@H:16]1[NH:20][C:21](=[O:27])[O:22][C:23]([CH3:26])([CH3:25])[CH3:24], predict the reaction product. The product is: [NH2:6][C@H:15]1[CH2:19][O:18][CH2:17][C@H:16]1[NH:20][C:21](=[O:27])[O:22][C:23]([CH3:25])([CH3:24])[CH3:26]. (2) The product is: [N+:11]([C:14]1[CH:15]=[CH:16][C:17]([S:20]([NH:9][CH2:8][C:7]([O:6][C:2]([CH3:5])([CH3:4])[CH3:3])=[O:10])(=[O:22])=[O:21])=[CH:18][CH:19]=1)([O-:13])=[O:12]. Given the reactants Cl.[C:2]([O:6][C:7](=[O:10])[CH2:8][NH2:9])([CH3:5])([CH3:4])[CH3:3].[N+:11]([C:14]1[CH:19]=[CH:18][C:17]([S:20](Cl)(=[O:22])=[O:21])=[CH:16][CH:15]=1)([O-:13])=[O:12], predict the reaction product. (3) Given the reactants Cl[C:2]1[N:3]=[N:4][CH:5]=[C:6]([C:8]2[CH:13]=[CH:12][C:11]([F:14])=[C:10]([C:15]3[C:20]([F:21])=[CH:19][CH:18]=[CH:17][N:16]=3)[CH:9]=2)[CH:7]=1.[CH3:22][C:23]([S-:26])([CH3:25])[CH3:24].[Na+], predict the reaction product. The product is: [C:23]([S:26][C:2]1[N:3]=[N:4][CH:5]=[C:6]([C:8]2[CH:13]=[CH:12][C:11]([F:14])=[C:10]([C:15]3[C:20]([F:21])=[CH:19][CH:18]=[CH:17][N:16]=3)[CH:9]=2)[CH:7]=1)([CH3:25])([CH3:24])[CH3:22].